Dataset: Full USPTO retrosynthesis dataset with 1.9M reactions from patents (1976-2016). Task: Predict the reactants needed to synthesize the given product. (1) Given the product [CH3:44][C:45]1([C:48]([N:32]2[CH2:31][C:30]3[NH:29][C:28]4[CH:36]=[CH:37][CH:38]=[C:39]([C:40]([O:42][CH3:43])=[O:41])[C:27]=4[C:26](=[O:25])[C:35]=3[CH2:34][CH2:33]2)=[O:49])[CH2:47][CH2:46]1, predict the reactants needed to synthesize it. The reactants are: CN(C(ON1N=NC2C=CC=NC1=2)=[N+](C)C)C.F[P-](F)(F)(F)(F)F.[O:25]=[C:26]1[C:35]2[CH2:34][CH2:33][NH:32][CH2:31][C:30]=2[NH:29][C:28]2[CH:36]=[CH:37][CH:38]=[C:39]([C:40]([O:42][CH3:43])=[O:41])[C:27]1=2.[CH3:44][C:45]1([C:48](O)=[O:49])[CH2:47][CH2:46]1.C(N(C(C)C)CC)(C)C. (2) Given the product [F:16][C:15]1[CH:14]=[C:13]([C:17]([OH:20])([CH3:18])[CH3:19])[CH:12]=[C:11]([F:21])[C:10]=1[C:4]1[S:3][C:2]([NH:1][C:23]2[CH:28]=[CH:27][C:26]([S:29]([N:32]3[CH2:33][CH2:34][O:35][CH2:36][CH2:37]3)(=[O:30])=[O:31])=[CH:25][CH:24]=2)=[C:6]([C:7]([NH2:9])=[O:8])[CH:5]=1, predict the reactants needed to synthesize it. The reactants are: [NH2:1][C:2]1[S:3][C:4]([C:10]2[C:15]([F:16])=[CH:14][C:13]([C:17]([OH:20])([CH3:19])[CH3:18])=[CH:12][C:11]=2[F:21])=[CH:5][C:6]=1[C:7]([NH2:9])=[O:8].Br[C:23]1[CH:28]=[CH:27][C:26]([S:29]([N:32]2[CH2:37][CH2:36][O:35][CH2:34][CH2:33]2)(=[O:31])=[O:30])=[CH:25][CH:24]=1. (3) Given the product [Cl:7][C:13]1[C:22]2[C:17](=[CH:18][CH:19]=[CH:20][CH:21]=2)[N:16]=[CH:15][N:14]=1, predict the reactants needed to synthesize it. The reactants are: P(Cl)(Cl)(Cl)=O.P(Cl)(Cl)(Cl)(Cl)[Cl:7].O[C:13]1[C:22]2[C:17](=[CH:18][CH:19]=[CH:20][CH:21]=2)[N:16]=[CH:15][N:14]=1.